From a dataset of Reaction yield outcomes from USPTO patents with 853,638 reactions. Predict the reaction yield, written as a fraction of the theoretical maximum amount of product (1.0 means a 100% yield; for example, 0.34 means a 34% yield). (1) The reactants are O[C:2]1([C:10]2[S:11][C:12]([C:15]3[CH:20]=[C:19]([NH:21][C:22]4[N:27]=[C:26]([C:28]([F:31])([F:30])[F:29])[CH:25]=[CH:24][N:23]=4)[CH:18]=[C:17]([CH3:32])[CH:16]=3)=[CH:13][N:14]=2)[CH2:8][CH2:7][NH:6][C:5](=[O:9])[CH2:4][CH2:3]1.O=P12OP3(OP(OP(O3)(O1)=O)(=O)O2)=O.[C:47](=[O:50])(O)[O-:48].[Na+]. The catalyst is O. The product is [F:29][C:28]([F:31])([F:30])[C:47]([OH:48])=[O:50].[CH3:32][C:17]1[CH:16]=[C:15]([C:12]2[S:11][C:10]([C:2]3[CH2:8][CH2:7][NH:6][C:5](=[O:9])[CH2:4][CH:3]=3)=[N:14][CH:13]=2)[CH:20]=[C:19]([NH:21][C:22]2[N:27]=[C:26]([C:28]([F:30])([F:31])[F:29])[CH:25]=[CH:24][N:23]=2)[CH:18]=1.[CH3:32][C:17]1[CH:16]=[C:15]([C:12]2[S:11][C:10]([C:2]3[CH2:3][CH2:4][C:5](=[O:9])[NH:6][CH2:7][CH:8]=3)=[N:14][CH:13]=2)[CH:20]=[C:19]([NH:21][C:22]2[N:27]=[C:26]([C:28]([F:30])([F:31])[F:29])[CH:25]=[CH:24][N:23]=2)[CH:18]=1. The yield is 0.00100. (2) The reactants are C([O:8][C:9]1[CH:14]=[C:13](/[CH:15]=[CH:16]/[C:17]([O:19][CH3:20])=[O:18])[CH:12]=[CH:11][C:10]=1[C:21]1[CH:26]=[CH:25][CH:24]=[C:23]([N:27]([CH3:36])[C:28]([NH:30][CH2:31][CH2:32][CH2:33][CH2:34][CH3:35])=[O:29])[CH:22]=1)C1C=CC=CC=1. The catalyst is CO.C(OCC)(=O)C.[Pd]. The product is [OH:8][C:9]1[CH:14]=[C:13]([CH2:15][CH2:16][C:17]([O:19][CH3:20])=[O:18])[CH:12]=[CH:11][C:10]=1[C:21]1[CH:26]=[CH:25][CH:24]=[C:23]([N:27]([CH3:36])[C:28]([NH:30][CH2:31][CH2:32][CH2:33][CH2:34][CH3:35])=[O:29])[CH:22]=1. The yield is 0.870. (3) The reactants are [N+:1]([C:4]1[C:5]([NH:10][CH2:11][C:12]2([C:18]3[CH:23]=[CH:22][C:21]([O:24][CH2:25][CH2:26][CH2:27][N:28]4[CH2:32][CH2:31][CH2:30][CH2:29]4)=[CH:20][CH:19]=3)[CH2:17][CH2:16][O:15][CH2:14][CH2:13]2)=[N:6][CH:7]=[CH:8][CH:9]=1)([O-])=O. The catalyst is C(O)C.[Pd]. The product is [N:28]1([CH2:27][CH2:26][CH2:25][O:24][C:21]2[CH:22]=[CH:23][C:18]([C:12]3([CH2:11][NH:10][C:5]4[C:4]([NH2:1])=[CH:9][CH:8]=[CH:7][N:6]=4)[CH2:13][CH2:14][O:15][CH2:16][CH2:17]3)=[CH:19][CH:20]=2)[CH2:32][CH2:31][CH2:30][CH2:29]1. The yield is 0.840. (4) The reactants are [CH2:1]([C:5]1[N:10]2[N:11]=[CH:12][CH:13]=[C:9]2[N:8]([C@H:14]2[CH2:19][CH2:18][C@H:17]([OH:20])[CH2:16][CH2:15]2)[C:7](=[O:21])[C:6]=1[CH2:22][C:23]1[CH:28]=[CH:27][C:26]([C:29]2[C:30]([C:35]#[N:36])=[CH:31][CH:32]=[CH:33][CH:34]=2)=[CH:25][CH:24]=1)[CH2:2][CH2:3][CH3:4].[N+](=[CH:39][C:40]([O:42][CH2:43][CH3:44])=[O:41])=[N-].C(OCC)(=O)C.O. The catalyst is C(Cl)Cl.C([O-])(=O)C.[Rh+3].C([O-])(=O)C.C([O-])(=O)C. The product is [CH2:1]([C:5]1[N:10]2[N:11]=[CH:12][CH:13]=[C:9]2[N:8]([C@H:14]2[CH2:19][CH2:18][C@H:17]([O:20][CH2:39][C:40]([O:42][CH2:43][CH3:44])=[O:41])[CH2:16][CH2:15]2)[C:7](=[O:21])[C:6]=1[CH2:22][C:23]1[CH:24]=[CH:25][C:26]([C:29]2[CH:34]=[CH:33][CH:32]=[CH:31][C:30]=2[C:35]#[N:36])=[CH:27][CH:28]=1)[CH2:2][CH2:3][CH3:4]. The yield is 0.610. (5) The yield is 0.680. The product is [CH2:1]([O:8][C:9]1[CH:10]=[CH:11][C:12]([O:15][CH2:25][C:24]([CH3:26])=[CH2:23])=[CH:13][CH:14]=1)[C:2]1[CH:3]=[CH:4][CH:5]=[CH:6][CH:7]=1. The catalyst is CC(C)=O. The reactants are [CH2:1]([O:8][C:9]1[CH:14]=[CH:13][C:12]([OH:15])=[CH:11][CH:10]=1)[C:2]1[CH:7]=[CH:6][CH:5]=[CH:4][CH:3]=1.C([O-])([O-])=O.[K+].[K+].Cl[CH2:23][C:24]([CH3:26])=[CH2:25].